Dataset: Catalyst prediction with 721,799 reactions and 888 catalyst types from USPTO. Task: Predict which catalyst facilitates the given reaction. (1) Reactant: [CH3:1][C:2]1[CH:7]=[CH:6][N:5]=[C:4]([C:8]2[CH:13]=[C:12]([CH3:14])[CH:11]=[CH:10][N:9]=2)[CH:3]=1.[Br:15]N1C(=O)CCC1=O.C(OOC(=O)C1C=CC=CC=1)(=O)C1C=CC=CC=1. Product: [Br:15][CH2:1][C:2]1[CH:7]=[CH:6][N:5]=[C:4]([C:8]2[CH:13]=[C:12]([CH3:14])[CH:11]=[CH:10][N:9]=2)[CH:3]=1. The catalyst class is: 717. (2) Reactant: [C:1]1([C:7]2[S:8][C:9]([CH:12]=[O:13])=[CH:10][N:11]=2)[CH:6]=[CH:5][CH:4]=[CH:3][CH:2]=1.[CH3:14][O:15][C:16]1[CH:17]=[C:18]([Mg]Br)[CH:19]=[C:20]([O:24][CH3:25])[C:21]=1[O:22][CH3:23]. Product: [C:1]1([C:7]2[S:8][C:9]([CH:12]([C:18]3[CH:19]=[C:20]([O:24][CH3:25])[C:21]([O:22][CH3:23])=[C:16]([O:15][CH3:14])[CH:17]=3)[OH:13])=[CH:10][N:11]=2)[CH:2]=[CH:3][CH:4]=[CH:5][CH:6]=1. The catalyst class is: 1. (3) Reactant: [CH2:1]([O:5][C:6]([N:8]1[CH2:13][CH2:12][N:11]([C:14](=[O:42])[CH2:15][NH:16][C:17]([C:19]2[CH:23]=[C:22]([O:24][CH2:25][C:26]([O:28]CC3C=CC=CC=3)=[O:27])[N:21]([C:36]3[CH:41]=[CH:40][CH:39]=[CH:38][CH:37]=3)[N:20]=2)=[O:18])[CH2:10][CH2:9]1)=[O:7])[CH2:2][CH2:3][CH3:4]. Product: [CH2:1]([O:5][C:6]([N:8]1[CH2:13][CH2:12][N:11]([C:14](=[O:42])[CH2:15][NH:16][C:17]([C:19]2[CH:23]=[C:22]([O:24][CH2:25][C:26]([OH:28])=[O:27])[N:21]([C:36]3[CH:37]=[CH:38][CH:39]=[CH:40][CH:41]=3)[N:20]=2)=[O:18])[CH2:10][CH2:9]1)=[O:7])[CH2:2][CH2:3][CH3:4]. The catalyst class is: 123. (4) Reactant: [NH:1]1[C:9]2[C:4](=[CH:5][CH:6]=[CH:7][CH:8]=2)[C:3]([NH:10][CH2:11][C:12]([O:14]CC)=O)=[N:2]1.[NH2:17][NH2:18]. Product: [NH:1]1[C:9]2[C:4](=[CH:5][CH:6]=[CH:7][CH:8]=2)[C:3]([NH:10][CH2:11][C:12]([NH:17][NH2:18])=[O:14])=[N:2]1. The catalyst class is: 8. (5) Reactant: [O:1]=[C:2]1[CH2:7][NH:6][CH2:5][CH2:4][N:3]1[CH2:8][CH:9]1[CH2:17][C:16]2[C:11](=[CH:12][CH:13]=[C:14]([C:18]#[N:19])[CH:15]=2)[CH2:10]1.[BH3-]C#N.[Na+].CC(O)=O.[O:28]=[C:29]1[C:33]2[CH:34]=[CH:35][C:36]([CH2:38][CH:39]=O)=[CH:37][C:32]=2[CH2:31][O:30]1.C([O-])([O-])=O.[Na+].[Na+]. Product: [O:1]=[C:2]1[CH2:7][N:6]([CH2:39][CH2:38][C:36]2[CH:35]=[CH:34][C:33]3[C:29](=[O:28])[O:30][CH2:31][C:32]=3[CH:37]=2)[CH2:5][CH2:4][N:3]1[CH2:8][CH:9]1[CH2:17][C:16]2[C:11](=[CH:12][CH:13]=[C:14]([C:18]#[N:19])[CH:15]=2)[CH2:10]1. The catalyst class is: 5. (6) Product: [F:1][C:2]1[C:7]([O:8][CH3:9])=[C:6]([CH:5]=[CH:4][C:3]=1[O:13][CH3:14])[NH2:10]. Reactant: [F:1][C:2]1[C:7]([O:8][CH3:9])=[C:6]([N+:10]([O-])=O)[CH:5]=[CH:4][C:3]=1[O:13][CH3:14].[NH4+].[Cl-].O. The catalyst class is: 679.